This data is from Catalyst prediction with 721,799 reactions and 888 catalyst types from USPTO. The task is: Predict which catalyst facilitates the given reaction. (1) The catalyst class is: 127. Product: [CH2:28]([O:27][C:25]([CH:3]([CH:2]([NH2:1])[CH2:7][C:8]([OH:10])=[O:9])[C:4]([OH:6])=[O:5])=[O:26])[CH:29]=[CH2:30]. Reactant: [NH2:1][CH:2]([CH2:7][C:8]([OH:10])=[O:9])[CH2:3][C:4]([OH:6])=[O:5].C(N(CC)CC)C.[C:25](O[C:25]([O:27][CH2:28][CH:29]=[CH2:30])=[O:26])(=[O:26])[O:27][CH2:28][CH:29]=[CH2:30]. (2) Reactant: C=O.[C:3](O)(=O)C.C(O[BH-](OC(=O)C)OC(=O)C)(=O)C.[Na+].[CH2:21]([O:28][C:29]1[CH:53]=[CH:52][C:51]([CH:54]2[CH2:59][CH2:58][NH:57][CH2:56][CH2:55]2)=[CH:50][C:30]=1[C:31]([NH:33][C:34]1[CH:43]=[C:42]([C:44]2[CH:49]=[CH:48][CH:47]=[CH:46][CH:45]=2)[CH:41]=[CH:40][C:35]=1[C:36]([O:38][CH3:39])=[O:37])=[O:32])[C:22]1[CH:27]=[CH:26][CH:25]=[CH:24][CH:23]=1. Product: [CH2:21]([O:28][C:29]1[CH:53]=[CH:52][C:51]([CH:54]2[CH2:55][CH2:56][N:57]([CH3:3])[CH2:58][CH2:59]2)=[CH:50][C:30]=1[C:31]([NH:33][C:34]1[CH:43]=[C:42]([C:44]2[CH:49]=[CH:48][CH:47]=[CH:46][CH:45]=2)[CH:41]=[CH:40][C:35]=1[C:36]([O:38][CH3:39])=[O:37])=[O:32])[C:22]1[CH:23]=[CH:24][CH:25]=[CH:26][CH:27]=1. The catalyst class is: 7. (3) Reactant: I[C:2]1[C:10]2[CH2:9][CH2:8][CH2:7][CH2:6][C:5]=2[N:4]([CH3:11])[N:3]=1.C([Mg]Cl)(C)C.[CH2:17]([Sn:21]([CH2:27][CH2:28][CH2:29][CH3:30])([CH2:23][CH2:24][CH2:25][CH3:26])Cl)[CH2:18][CH2:19][CH3:20]. Product: [CH3:11][N:4]1[C:5]2[CH2:6][CH2:7][CH2:8][CH2:9][C:10]=2[C:2]([Sn:21]([CH2:23][CH2:24][CH2:25][CH3:26])([CH2:27][CH2:28][CH2:29][CH3:30])[CH2:17][CH2:18][CH2:19][CH3:20])=[N:3]1. The catalyst class is: 1. (4) The catalyst class is: 1. Reactant: [F:1][C:2]([F:7])([F:6])[C:3]([OH:5])=[O:4].[NH2:8][C@H:9]([C:13]([N:15]1[CH2:42][CH2:41][CH2:40][C@H:16]1[C:17]([NH:19][CH2:20][CH2:21][CH2:22][NH:23][C:24]1[C:37]2[C:36](=[O:38])[C:35]3[C:30](=[CH:31][CH:32]=[CH:33][CH:34]=3)[C:29](=[O:39])[C:28]=2[CH:27]=[CH:26][CH:25]=1)=[O:18])=[O:14])[CH2:10][CH2:11][CH3:12].[CH2:43]([N:45](CC)CC)[CH3:44]. Product: [F:1][C:2]([F:7])([F:6])[C:3]([OH:5])=[O:4].[NH2:45][CH2:43][C:44]([NH:8][C@H:9]([C:13]([N:15]1[CH2:42][CH2:41][CH2:40][C@H:16]1[C:17]([NH:19][CH2:20][CH2:21][CH2:22][NH:23][C:24]1[C:37]2[C:36](=[O:38])[C:35]3[C:30](=[CH:31][CH:32]=[CH:33][CH:34]=3)[C:29](=[O:39])[C:28]=2[CH:27]=[CH:26][CH:25]=1)=[O:18])=[O:14])[CH2:10][CH2:11][CH3:12])=[O:4]. (5) Reactant: [O:1]1[C:5]2[CH:6]=[CH:7][CH:8]=[CH:9][C:4]=2[NH:3][C:2]1=[O:10].Br[CH2:12][CH2:13][NH:14][C:15](=[O:21])[O:16][C:17]([CH3:20])([CH3:19])[CH3:18].CC(C)([O-])C.[K+].[I-].[K+]. Product: [O:10]=[C:2]1[N:3]([CH2:12][CH2:13][NH:14][C:15](=[O:21])[O:16][C:17]([CH3:20])([CH3:19])[CH3:18])[C:4]2[CH:9]=[CH:8][CH:7]=[CH:6][C:5]=2[O:1]1. The catalyst class is: 3. (6) Reactant: [NH2:1][C@H:2]([CH2:6][CH2:7][CH2:8][C:9]1[CH:14]=[CH:13][C:12]([O:15][Si](C(C)(C)C)(C)C)=[CH:11][CH:10]=1)[C:3]([NH2:5])=O.B. Product: [NH2:1][C@@H:2]([CH2:3][NH2:5])[CH2:6][CH2:7][CH2:8][C:9]1[CH:10]=[CH:11][C:12]([OH:15])=[CH:13][CH:14]=1. The catalyst class is: 36. (7) Reactant: [CH2:1]([C@H:9]1[CH2:13][CH2:12][CH2:11][N:10]1[C:14]([O:16][C:17]([CH3:20])([CH3:19])[CH3:18])=[O:15])[CH2:2][C:3]1[CH:8]=[CH:7][CH:6]=[CH:5][CH:4]=1. Product: [C:5]1([CH2:6][CH2:7][CH2:8][CH2:3][CH:2]=[CH:1][C@@H:9]2[CH2:13][CH2:12][CH2:11][N:10]2[C:14]([O:16][C:17]([CH3:18])([CH3:19])[CH3:20])=[O:15])[CH:4]=[CH:3][CH:2]=[CH:1][CH:9]=1. The catalyst class is: 45. (8) Reactant: [F:1][C:2]1[CH:3]=[C:4]([CH:32]([OH:34])[CH3:33])[CH:5]=[CH:6][C:7]=1[N:8]1[CH2:13][CH2:12][N:11]([C:14]([C:16]2[CH:21]=[C:20]([S:22]([CH3:25])(=[O:24])=[O:23])[CH:19]=[CH:18][C:17]=2[N:26]2[CH2:31][CH2:30][CH2:29][CH2:28][CH2:27]2)=[O:15])[CH2:10][CH2:9]1.[H-].[Na+].[CH3:37]I. Product: [F:1][C:2]1[CH:3]=[C:4]([CH:32]([O:34][CH3:37])[CH3:33])[CH:5]=[CH:6][C:7]=1[N:8]1[CH2:13][CH2:12][N:11]([C:14]([C:16]2[CH:21]=[C:20]([S:22]([CH3:25])(=[O:23])=[O:24])[CH:19]=[CH:18][C:17]=2[N:26]2[CH2:31][CH2:30][CH2:29][CH2:28][CH2:27]2)=[O:15])[CH2:10][CH2:9]1. The catalyst class is: 9. (9) Reactant: [NH2:1][C:2]1[N:7]=[C:6]([C:8]2[CH:15]=[CH:14][C:11]([C:12]#[N:13])=[C:10](F)[CH:9]=2)[CH:5]=[C:4]([NH:17][CH2:18][C:19]2[CH:24]=[CH:23][CH:22]=[CH:21][C:20]=2[Cl:25])[N:3]=1.O.[NH2:27][NH2:28]. Product: [NH2:13][C:12]1[C:11]2[C:10](=[CH:9][C:8]([C:6]3[N:7]=[C:2]([NH2:1])[N:3]=[C:4]([NH:17][CH2:18][C:19]4[CH:24]=[CH:23][CH:22]=[CH:21][C:20]=4[Cl:25])[CH:5]=3)=[CH:15][CH:14]=2)[NH:28][N:27]=1. The catalyst class is: 8. (10) Reactant: C([O:8][C:9]1[CH:18]=[CH:17][C:12]([C:13]([O:15][CH3:16])=[O:14])=[CH:11][C:10]=1[O:19][CH2:20][CH:21]1[CH2:23][CH2:22]1)C1C=CC=CC=1.[H][H]. Product: [CH:21]1([CH2:20][O:19][C:10]2[CH:11]=[C:12]([CH:17]=[CH:18][C:9]=2[OH:8])[C:13]([O:15][CH3:16])=[O:14])[CH2:23][CH2:22]1. The catalyst class is: 5.